Dataset: Catalyst prediction with 721,799 reactions and 888 catalyst types from USPTO. Task: Predict which catalyst facilitates the given reaction. (1) Reactant: FC(F)(F)C(O)=O.C(OC(=O)[NH:14][C@H:15]1[CH2:20][CH2:19][C@@H:18]([N:21]2[C:26](=[O:27])[C:25]3[CH:28]=[C:29]([F:32])[CH:30]=[N:31][C:24]=3[N:23]([C:33]3[CH:34]=[C:35]([C:39]4[CH:44]=[CH:43][C:42]([OH:45])=[CH:41][C:40]=4[CH2:46][N:47]4[CH2:53][CH2:52][C:51](=[O:54])[NH:50][CH2:49][CH2:48]4)[CH:36]=[CH:37][CH:38]=3)[C:22]2=[O:55])[CH2:17][CH2:16]1)(C)(C)C. Product: [NH2:14][C@@H:15]1[CH2:20][CH2:19][C@H:18]([N:21]2[C:26](=[O:27])[C:25]3[CH:28]=[C:29]([F:32])[CH:30]=[N:31][C:24]=3[N:23]([C:33]3[CH:34]=[C:35]([C:39]4[CH:44]=[CH:43][C:42]([OH:45])=[CH:41][C:40]=4[CH2:46][N:47]4[CH2:53][CH2:52][C:51](=[O:54])[NH:50][CH2:49][CH2:48]4)[CH:36]=[CH:37][CH:38]=3)[C:22]2=[O:55])[CH2:17][CH2:16]1. The catalyst class is: 4. (2) Product: [F:17][C:18]([F:32])([F:33])[C:19]1[CH:20]=[C:21]([NH:29][C:30]([NH:16][C:10]2[CH:11]=[CH:12][C:13]([O:14][CH3:15])=[C:8]([C:3]3[N:4]([CH3:7])[N:5]=[CH:6][C:2]=3[Br:1])[CH:9]=2)=[O:31])[CH:22]=[C:23]([C:25]([F:28])([F:26])[F:27])[CH:24]=1. Reactant: [Br:1][C:2]1[CH:6]=[N:5][N:4]([CH3:7])[C:3]=1[C:8]1[CH:9]=[C:10]([NH2:16])[CH:11]=[CH:12][C:13]=1[O:14][CH3:15].[F:17][C:18]([F:33])([F:32])[C:19]1[CH:20]=[C:21]([N:29]=[C:30]=[O:31])[CH:22]=[C:23]([C:25]([F:28])([F:27])[F:26])[CH:24]=1. The catalyst class is: 2. (3) Reactant: [Cl:1][C:2]1[CH:7]=[C:6]([F:8])[CH:5]=[CH:4][C:3]=1[C:9]1[C:10]2[N:11]([N:16]=[C:17]([NH2:19])[N:18]=2)[CH:12]=[C:13]([CH3:15])[CH:14]=1.Br[C:21]1[CH:26]=[CH:25][C:24]([N:27]2[CH:31]=[C:30]([CH3:32])[N:29]=[CH:28]2)=[C:23]([O:33][CH3:34])[CH:22]=1.C(Cl)Cl. Product: [Cl:1][C:2]1[CH:7]=[C:6]([F:8])[CH:5]=[CH:4][C:3]=1[C:9]1[C:10]2[N:11]([N:16]=[C:17]([NH:19][C:21]3[CH:26]=[CH:25][C:24]([N:27]4[CH:31]=[C:30]([CH3:32])[N:29]=[CH:28]4)=[C:23]([O:33][CH3:34])[CH:22]=3)[N:18]=2)[CH:12]=[C:13]([CH3:15])[CH:14]=1. The catalyst class is: 61. (4) Reactant: [OH:1][C:2]1([CH2:15][N+:16]([O-])=O)[CH2:7][CH2:6][N:5]([C:8]([O:10][C:11]([CH3:14])([CH3:13])[CH3:12])=[O:9])[CH2:4][CH2:3]1. Product: [NH2:16][CH2:15][C:2]1([OH:1])[CH2:3][CH2:4][N:5]([C:8]([O:10][C:11]([CH3:13])([CH3:12])[CH3:14])=[O:9])[CH2:6][CH2:7]1. The catalyst class is: 261. (5) Reactant: C([O:5][C:6]([CH2:8][CH:9]([NH:24][C:25]([CH:27]1[N:31]2[C:32](=[O:51])[CH:33]([NH:38][C:39]([C:41]3[CH:50]=[CH:49][C:48]4[C:43](=[CH:44][CH:45]=[CH:46][CH:47]=4)[CH:42]=3)=[O:40])[CH2:34][CH:35]=[CH:36][CH2:37][CH:30]2[CH2:29][CH2:28]1)=[O:26])[C:10](=[O:23])[CH2:11][O:12][C:13](=[O:22])[C:14]1[C:19]([CH3:20])=[CH:18][CH:17]=[CH:16][C:15]=1[CH3:21])=[O:7])(C)(C)C.FC(F)(F)C(O)=O. Product: [C:6]([CH2:8][CH:9]([NH:24][C:25]([CH:27]1[N:31]2[C:32](=[O:51])[CH:33]([NH:38][C:39]([C:41]3[CH:50]=[CH:49][C:48]4[C:43](=[CH:44][CH:45]=[CH:46][CH:47]=4)[CH:42]=3)=[O:40])[CH2:34][CH:35]=[CH:36][CH2:37][CH:30]2[CH2:29][CH2:28]1)=[O:26])[C:10](=[O:23])[CH2:11][O:12][C:13](=[O:22])[C:14]1[C:15]([CH3:21])=[CH:16][CH:17]=[CH:18][C:19]=1[CH3:20])([OH:7])=[O:5]. The catalyst class is: 4.